Dataset: NCI-60 drug combinations with 297,098 pairs across 59 cell lines. Task: Regression. Given two drug SMILES strings and cell line genomic features, predict the synergy score measuring deviation from expected non-interaction effect. Drug 1: COC1=NC(=NC2=C1N=CN2C3C(C(C(O3)CO)O)O)N. Drug 2: CCCCCOC(=O)NC1=NC(=O)N(C=C1F)C2C(C(C(O2)C)O)O. Cell line: EKVX. Synergy scores: CSS=-2.26, Synergy_ZIP=2.31, Synergy_Bliss=3.50, Synergy_Loewe=-4.36, Synergy_HSA=-3.45.